Task: Predict the product of the given reaction.. Dataset: Forward reaction prediction with 1.9M reactions from USPTO patents (1976-2016) (1) Given the reactants Br[C:2]1[N:6](C(C)C)[N:5]=[CH:4][C:3]=1[CH2:10][C:11]1([N:24]=[C:25]=O)[CH2:16][CH2:15][N:14]([C:17]([O:19][C:20]([CH3:23])([CH3:22])[CH3:21])=[O:18])[CH2:13][CH2:12]1.C([Li])(C)(C)C, predict the reaction product. The product is: [NH:6]1[C:2]2=[CH:25][NH:24][C:11]3([CH2:12][CH2:13][N:14]([C:17]([O:19][C:20]([CH3:22])([CH3:23])[CH3:21])=[O:18])[CH2:15][CH2:16]3)[CH2:10][CH:3]2[CH2:4][NH:5]1. (2) Given the reactants C1N=CN(C(N2C=NC=C2)=O)C=1.[Br:13][C:14]1[CH:22]=[C:21]([CH2:23][C:24]#[N:25])[CH:20]=[CH:19][C:15]=1[C:16](O)=[O:17].[BH4-].[Na+].OS([O-])(=O)=O.[K+], predict the reaction product. The product is: [Br:13][C:14]1[CH:22]=[C:21]([CH2:23][C:24]#[N:25])[CH:20]=[CH:19][C:15]=1[CH2:16][OH:17]. (3) The product is: [CH3:6][C:7]([C:12]1[CH:17]=[CH:16][CH:15]=[CH:14][N:13]=1)([CH3:8])[CH2:1][CH:2]([OH:5])[CH2:3][OH:22]. Given the reactants [CH3:1][C:2]([OH:5])(C)[CH3:3].[CH3:6][C:7]([C:12]1[CH:17]=[CH:16][CH:15]=[CH:14][N:13]=1)(C)[CH2:8]C=C.C[N+]1([O-])CC[O:22]CC1.[O-]S([O-])=O.[Na+].[Na+], predict the reaction product. (4) Given the reactants [N:1]1[CH:6]=[CH:5][C:4]([CH2:7][C:8]([C:10]2[CH:11]=[C:12]([CH:15]=[CH:16][CH:17]=2)[C:13]#[N:14])=O)=[N:3][CH:2]=1.BrBr.[N:20]1[CH:25]=[CH:24][N:23]=[CH:22][C:21]=1[NH:26][C:27]([NH2:29])=[S:28], predict the reaction product. The product is: [N:20]1[CH:25]=[CH:24][N:23]=[CH:22][C:21]=1[NH:26][C:27]1[S:28][C:7]([C:4]2[CH:5]=[CH:6][N:1]=[CH:2][N:3]=2)=[C:8]([C:10]2[CH:11]=[C:12]([CH:15]=[CH:16][CH:17]=2)[C:13]#[N:14])[N:29]=1. (5) Given the reactants [O:1]=[C:2]1[CH2:10][CH2:9][CH2:8][C:7]2[NH:6][N:5]=[C:4]([C:11]([O:13][CH2:14][CH3:15])=[O:12])[C:3]1=2.[Br:16][C:17]1[CH:18]=[C:19](B(O)O)[CH:20]=[CH:21][CH:22]=1, predict the reaction product. The product is: [Br:16][C:17]1[CH:22]=[C:21]([N:6]2[C:7]3[CH2:8][CH2:9][CH2:10][C:2](=[O:1])[C:3]=3[C:4]([C:11]([O:13][CH2:14][CH3:15])=[O:12])=[N:5]2)[CH:20]=[CH:19][CH:18]=1. (6) Given the reactants [CH3:1][C:2]1[S:23][C:5]2[N:6]=[C:7]([CH2:11][N:12]3[CH:16]=[C:15]([CH:17]=[O:18])[C:14]([C:19]([F:22])([F:21])[F:20])=[N:13]3)[NH:8][C:9](=[O:10])[C:4]=2[CH:3]=1.CO.[BH4-].[Na+], predict the reaction product. The product is: [OH:18][CH2:17][C:15]1[C:14]([C:19]([F:20])([F:22])[F:21])=[N:13][N:12]([CH2:11][C:7]2[NH:8][C:9](=[O:10])[C:4]3[CH:3]=[C:2]([CH3:1])[S:23][C:5]=3[N:6]=2)[CH:16]=1.